This data is from Catalyst prediction with 721,799 reactions and 888 catalyst types from USPTO. The task is: Predict which catalyst facilitates the given reaction. (1) Reactant: [Br:1][C:2]1[CH:3]=[CH:4][C:5]2[N:9]=[C:8]([C:10]3[CH:14]=[C:13]([CH3:15])[N:12]([CH2:16][C:17]4[CH:22]=[CH:21][C:20]([CH3:23])=[CH:19][CH:18]=4)[N:11]=3)[NH:7][C:6]=2[CH:24]=1.C(N(C(C)C)CC)(C)C.[CH3:34][Si:35]([CH3:42])([CH3:41])[CH2:36][CH2:37][O:38][CH2:39]Cl.O. Product: [Br:1][C:2]1[CH:3]=[CH:4][C:5]2[N:9]=[C:8]([C:10]3[CH:14]=[C:13]([CH3:15])[N:12]([CH2:16][C:17]4[CH:22]=[CH:21][C:20]([CH3:23])=[CH:19][CH:18]=4)[N:11]=3)[N:7]([CH2:39][O:38][CH2:37][CH2:36][Si:35]([CH3:42])([CH3:41])[CH3:34])[C:6]=2[CH:24]=1. The catalyst class is: 4. (2) Reactant: [NH2:1][C:2]1[CH:3]=[C:4]2[C:8](=[CH:9][CH:10]=1)[C:7]1([C:14](=[O:15])[N:13]([CH2:16][C:17]([N:19]([CH2:25][C:26]3[CH:31]=[CH:30][CH:29]=[CH:28][CH:27]=3)[C@H:20]([CH:22]3[CH2:24][CH2:23]3)[CH3:21])=[O:18])[C:12](=[O:32])[NH:11]1)[CH2:6][CH2:5]2.[CH3:33][C:34]1[O:38][N:37]=[CH:36][C:35]=1[C:39](Cl)=[O:40].O. Product: [CH2:25]([N:19]([CH:20]([CH:22]1[CH2:23][CH2:24]1)[CH3:21])[C:17](=[O:18])[CH2:16][N:13]1[C:14](=[O:15])[C@:7]2([C:8]3[C:4](=[CH:3][C:2]([NH:1][C:39]([C:35]4[CH:36]=[N:37][O:38][C:34]=4[CH3:33])=[O:40])=[CH:10][CH:9]=3)[CH2:5][CH2:6]2)[NH:11][C:12]1=[O:32])[C:26]1[CH:31]=[CH:30][CH:29]=[CH:28][CH:27]=1. The catalyst class is: 4. (3) Reactant: [C:1]1([C:7]2[CH:12]=[CH:11][CH:10]=[CH:9][C:8]=2[CH2:13][C:14]#[N:15])[CH:6]=[CH:5][CH:4]=[CH:3][CH:2]=1.[H-].[H-].[H-].[H-].[Li+].[Al+3]. Product: [C:1]1([C:7]2[CH:12]=[CH:11][CH:10]=[CH:9][C:8]=2[CH2:13][CH2:14][NH2:15])[CH:2]=[CH:3][CH:4]=[CH:5][CH:6]=1. The catalyst class is: 27. (4) Reactant: [Br:1][CH2:2][CH2:3][CH2:4][CH2:5][CH:6]([CH3:8])[CH3:7].[C:9]1([P:15]([C:22]2[CH:27]=[CH:26][CH:25]=[CH:24][CH:23]=2)[C:16]2[CH:21]=[CH:20][CH:19]=[CH:18][CH:17]=2)[CH:14]=[CH:13][CH:12]=[CH:11][CH:10]=1. Product: [Br-:1].[CH3:7][CH:6]([CH3:8])[CH2:5][CH2:4][CH2:3][CH2:2][P+:15]([C:16]1[CH:17]=[CH:18][CH:19]=[CH:20][CH:21]=1)([C:22]1[CH:27]=[CH:26][CH:25]=[CH:24][CH:23]=1)[C:9]1[CH:10]=[CH:11][CH:12]=[CH:13][CH:14]=1. The catalyst class is: 11. (5) Reactant: [C:1]([C:5]1[CH:6]=[CH:7][C:8]2[C:14](=[O:15])[N:13]([C:16]3[CH:23]=[CH:22][CH:21]=[C:20]([C:24]4[CH:29]=[C:28]([NH:30][C:31]5[CH:36]=[CH:35][C:34]([C:37]([N:39]6[CH2:44][CH2:43][O:42][CH2:41][CH2:40]6)=[O:38])=[CH:33][N:32]=5)[C:27](=[O:45])[N:26]([CH3:46])[CH:25]=4)[C:17]=3[CH:18]=[O:19])[CH2:12][CH2:11][NH:10][C:9]=2[CH:47]=1)([CH3:4])([CH3:3])[CH3:2].C(O)C.[BH4-].[Na+]. Product: [C:1]([C:5]1[CH:6]=[CH:7][C:8]2[C:14](=[O:15])[N:13]([C:16]3[CH:23]=[CH:22][CH:21]=[C:20]([C:24]4[CH:29]=[C:28]([NH:30][C:31]5[CH:36]=[CH:35][C:34]([C:37]([N:39]6[CH2:44][CH2:43][O:42][CH2:41][CH2:40]6)=[O:38])=[CH:33][N:32]=5)[C:27](=[O:45])[N:26]([CH3:46])[CH:25]=4)[C:17]=3[CH2:18][OH:19])[CH2:12][CH2:11][NH:10][C:9]=2[CH:47]=1)([CH3:4])([CH3:2])[CH3:3]. The catalyst class is: 1.